This data is from Full USPTO retrosynthesis dataset with 1.9M reactions from patents (1976-2016). The task is: Predict the reactants needed to synthesize the given product. (1) Given the product [NH2:28][C:19]1[CH:20]=[C:21]([S:24]([CH3:27])(=[O:26])=[O:25])[CH:22]=[CH:23][C:18]=1[C:16]([NH:15][C@@H:7]([CH:1]1[CH2:2][CH2:3][CH2:4][CH2:5][CH2:6]1)[C:8]([O:10][C:11]([CH3:13])([CH3:14])[CH3:12])=[O:9])=[O:17], predict the reactants needed to synthesize it. The reactants are: [CH:1]1([C@H:7]([NH:15][C:16]([C:18]2[CH:23]=[CH:22][C:21]([S:24]([CH3:27])(=[O:26])=[O:25])=[CH:20][C:19]=2[N+:28]([O-])=O)=[O:17])[C:8]([O:10][C:11]([CH3:14])([CH3:13])[CH3:12])=[O:9])[CH2:6][CH2:5][CH2:4][CH2:3][CH2:2]1. (2) Given the product [CH3:1][O:2][C:3]1[CH:4]=[C:5]([CH:33]=[CH:34][C:35]=1[O:36][CH3:37])[CH2:6][CH:7]1[C:16]2[C:11](=[CH:12][C:13]([O:18][CH3:19])=[C:14]([O:17][C:39]3[CH:44]=[C:43]([O:45][CH3:46])[N:42]=[C:41]([O:47][CH3:48])[N:40]=3)[CH:15]=2)[CH2:10][CH2:9][N:8]1[CH2:20][C:21]([NH:23][CH:24]1[C:32]2[C:27](=[CH:28][CH:29]=[CH:30][CH:31]=2)[CH2:26][CH2:25]1)=[O:22], predict the reactants needed to synthesize it. The reactants are: [CH3:1][O:2][C:3]1[CH:4]=[C:5]([CH:33]=[CH:34][C:35]=1[O:36][CH3:37])[CH2:6][CH:7]1[C:16]2[C:11](=[CH:12][C:13]([O:18][CH3:19])=[C:14]([OH:17])[CH:15]=2)[CH2:10][CH2:9][N:8]1[CH2:20][C:21]([NH:23][CH:24]1[C:32]2[C:27](=[CH:28][CH:29]=[CH:30][CH:31]=2)[CH2:26][CH2:25]1)=[O:22].Cl[C:39]1[CH:44]=[C:43]([O:45][CH3:46])[N:42]=[C:41]([O:47][CH3:48])[N:40]=1. (3) Given the product [Br:13][C:14]1[CH:23]=[C:22]2[C:17]([C:18]3[N:27]4[CH2:28][CH2:29][N:30]([S:9]([CH3:8])(=[O:11])=[O:10])[CH2:31][C:26]4=[N:25][C:19]=3[C:20]([NH2:24])=[N:21]2)=[CH:16][CH:15]=1, predict the reactants needed to synthesize it. The reactants are: C(N(CC)CC)C.[CH3:8][S:9](Cl)(=[O:11])=[O:10].[Br:13][C:14]1[CH:23]=[C:22]2[C:17]([C:18]3[N:27]4[CH2:28][CH2:29][NH:30][CH2:31][C:26]4=[N:25][C:19]=3[C:20]([NH2:24])=[N:21]2)=[CH:16][CH:15]=1. (4) Given the product [F:34][C:33]1[C:28]([O:27][CH3:26])=[C:29]([C:2]2[CH:7]=[CH:6][N:5]=[CH:4][C:3]=2[N:8]([CH3:25])[C:9](=[O:24])[C:10]2[CH:15]=[C:14]([C:16]([F:19])([F:18])[F:17])[CH:13]=[C:12]([C:20]([F:23])([F:22])[F:21])[CH:11]=2)[CH:30]=[CH:31][C:32]=1[F:35], predict the reactants needed to synthesize it. The reactants are: Br[C:2]1[CH:7]=[CH:6][N:5]=[CH:4][C:3]=1[N:8]([CH3:25])[C:9](=[O:24])[C:10]1[CH:15]=[C:14]([C:16]([F:19])([F:18])[F:17])[CH:13]=[C:12]([C:20]([F:23])([F:22])[F:21])[CH:11]=1.[CH3:26][O:27][C:28]1[C:33]([F:34])=[C:32]([F:35])[CH:31]=[CH:30][C:29]=1B(O)O. (5) Given the product [CH3:1][O:2][C:3]1[CH:21]=[CH:20][C:6]([CH2:7][N:8]2[C:16]3[C:11](=[CH:12][CH:13]=[C:14]([N:26]4[CH2:27][CH2:28][N:23]([CH3:22])[CH2:24][CH2:25]4)[CH:15]=3)[C:10]([CH2:18][CH3:19])=[N:9]2)=[CH:5][CH:4]=1, predict the reactants needed to synthesize it. The reactants are: [CH3:1][O:2][C:3]1[CH:21]=[CH:20][C:6]([CH2:7][N:8]2[C:16]3[C:11](=[CH:12][CH:13]=[C:14](Br)[CH:15]=3)[C:10]([CH2:18][CH3:19])=[N:9]2)=[CH:5][CH:4]=1.[CH3:22][N:23]1[CH2:28][CH2:27][NH:26][CH2:25][CH2:24]1.C([O-])([O-])=O.[Cs+].[Cs+].C1C=CC(P(C2C(C3C(P(C4C=CC=CC=4)C4C=CC=CC=4)=CC=C4C=3C=CC=C4)=C3C(C=CC=C3)=CC=2)C2C=CC=CC=2)=CC=1. (6) Given the product [CH3:11][C:9]1[CH:10]=[C:2]2[C:3]([C:4](=[O:5])[NH:6][CH:12]=[N:1]2)=[CH:7][CH:8]=1, predict the reactants needed to synthesize it. The reactants are: [NH2:1][C:2]1[CH:10]=[C:9]([CH3:11])[CH:8]=[CH:7][C:3]=1[C:4]([NH2:6])=[O:5].[CH:12](O)=O. (7) Given the product [Cl:30][C:6]1[CH:5]=[N+:4]([O-:31])[CH:3]=[C:2]([Cl:1])[C:7]=1[CH2:8][C@H:9]([O:20][C:21]([C:23]1[S:24][C:25]([CH2:28][NH:35][C:34]2[CH:36]=[CH:37][CH:38]=[CH:39][C:33]=2[F:32])=[CH:26][CH:27]=1)=[O:22])[C:10]1[CH:15]=[CH:14][C:13]([O:16][CH3:17])=[C:12]([O:18][CH3:19])[CH:11]=1, predict the reactants needed to synthesize it. The reactants are: [Cl:1][C:2]1[CH:3]=[N+:4]([O-:31])[CH:5]=[C:6]([Cl:30])[C:7]=1[CH2:8][C@H:9]([O:20][C:21]([C:23]1[S:24][C:25]([CH:28]=O)=[CH:26][CH:27]=1)=[O:22])[C:10]1[CH:15]=[CH:14][C:13]([O:16][CH3:17])=[C:12]([O:18][CH3:19])[CH:11]=1.[F:32][C:33]1[CH:39]=[CH:38][CH:37]=[CH:36][C:34]=1[NH2:35].C(O)(=O)C.C(O[BH-](OC(=O)C)OC(=O)C)(=O)C.[Na+]. (8) Given the product [Cl:1][C:2]1[CH:7]=[C:6]([CH:8]2[CH2:9][CH2:10]2)[CH:5]=[CH:4][C:3]=1[N:11]1[C:15]([CH3:16])=[C:14]([C:17]([NH:20][C:21]2[C:22](=[O:34])[N:23]([CH:28]3[CH2:29][CH2:30][CH2:31][CH2:32][CH2:33]3)[N:24]([CH3:27])[C:25]=2[CH3:26])=[O:19])[N:13]=[N:12]1, predict the reactants needed to synthesize it. The reactants are: [Cl:1][C:2]1[CH:7]=[C:6]([CH:8]2[CH2:10][CH2:9]2)[CH:5]=[CH:4][C:3]=1[N:11]1[C:15]([CH3:16])=[C:14]([C:17]([OH:19])=O)[N:13]=[N:12]1.[NH2:20][C:21]1[C:22](=[O:34])[N:23]([CH:28]2[CH2:33][CH2:32][CH2:31][CH2:30][CH2:29]2)[N:24]([CH3:27])[C:25]=1[CH3:26].C(N(CC)CC)C.C(P1(=O)OP(CCC)(=O)OP(CCC)(=O)O1)CC. (9) Given the product [Br:1][C:2]1[CH:8]=[CH:7][C:5]([NH:6][NH2:10])=[C:4]([CH3:9])[CH:3]=1, predict the reactants needed to synthesize it. The reactants are: [Br:1][C:2]1[CH:8]=[CH:7][C:5]([NH2:6])=[C:4]([CH3:9])[CH:3]=1.[N:10]([O-])=O.[Na+].[Sn](Cl)Cl.[OH-].[Na+].